Dataset: Full USPTO retrosynthesis dataset with 1.9M reactions from patents (1976-2016). Task: Predict the reactants needed to synthesize the given product. (1) Given the product [C:1]([C:4]1[CH:5]=[CH:6][C:7]([N:25]2[CH2:30][CH2:29][CH2:28][C@@H:27]([NH:31][C:32]([N:41]3[CH2:46][CH2:45][O:44][CH2:43][CH2:42]3)=[O:40])[CH2:26]2)=[N:8][C:9]=1[NH:10][C:11]1[CH:16]=[CH:15][C:14]([C:17]([N:19]2[CH2:24][CH2:23][O:22][CH2:21][CH2:20]2)=[O:18])=[CH:13][CH:12]=1)(=[O:3])[NH2:2], predict the reactants needed to synthesize it. The reactants are: [C:1]([C:4]1[CH:5]=[CH:6][C:7]([N:25]2[CH2:30][CH2:29][CH2:28][C@@H:27]([NH:31][C:32](=[O:40])OC3C=CC=CC=3)[CH2:26]2)=[N:8][C:9]=1[NH:10][C:11]1[CH:16]=[CH:15][C:14]([C:17]([N:19]2[CH2:24][CH2:23][O:22][CH2:21][CH2:20]2)=[O:18])=[CH:13][CH:12]=1)(=[O:3])[NH2:2].[NH:41]1[CH2:46][CH2:45][O:44][CH2:43][CH2:42]1.CCN(CC)CC. (2) The reactants are: [CH2:1]([NH2:8])[C:2]1[CH:7]=[CH:6][CH:5]=[CH:4][CH:3]=1.C([N-]C(C)C)(C)C.[Li+].C1COCC1.Cl[C:23]1[C:28]([C:29]([OH:31])=[O:30])=[CH:27][N:26]=[C:25]([F:32])[C:24]=1[F:33].[Cl-].[NH4+]. Given the product [CH2:1]([NH:8][C:23]1[C:28]([C:29]([OH:31])=[O:30])=[CH:27][N:26]=[C:25]([F:32])[C:24]=1[F:33])[C:2]1[CH:7]=[CH:6][CH:5]=[CH:4][CH:3]=1, predict the reactants needed to synthesize it. (3) Given the product [N+:1]([O:4][CH2:5][CH2:6][CH2:7][C:8]([O:10][C:11]1[CH:12]=[C:13]2[C:18](=[CH:19][CH:20]=1)[CH:17]=[C:16]([CH:21]([CH3:29])[C:22]([OH:24])=[O:23])[CH:15]=[CH:14]2)=[O:9])([O-:3])=[O:2], predict the reactants needed to synthesize it. The reactants are: [N+:1]([O:4][CH2:5][CH2:6][CH2:7][C:8]([O:10][C:11]1[CH:20]=[CH:19][C:18]2[C:13](=[CH:14][CH:15]=[C:16]([CH:21]([CH3:29])[C:22]([O:24]C(C)(C)C)=[O:23])[CH:17]=2)[CH:12]=1)=[O:9])([O-:3])=[O:2].OC(C(F)(F)F)=O.FC(F)(F)C(O)=O. (4) The reactants are: [NH2:1][C:2]1[CH:10]=[CH:9][CH:8]=[CH:7][C:3]=1[C:4]([OH:6])=[O:5].CO[CH2:13][CH2:14]OCCOCCOC. Given the product [CH2:13]([NH:1][C:2]1[CH:10]=[CH:9][CH:8]=[CH:7][C:3]=1[C:4]([OH:6])=[O:5])[CH3:14], predict the reactants needed to synthesize it. (5) Given the product [Cl:3][CH2:19][C:17]1[CH:16]=[CH:15][C:14]([C:21]2[CH:26]=[C:25]([O:27][CH3:28])[CH:24]=[CH:23][C:22]=2[F:29])=[C:13]([CH2:12][N:7]2[C@H:8]([CH3:11])[CH2:9][CH2:10][C@H:6]2[CH3:5])[CH:18]=1, predict the reactants needed to synthesize it. The reactants are: S(Cl)([Cl:3])=O.[CH3:5][C@@H:6]1[CH2:10][CH2:9][C@@H:8]([CH3:11])[N:7]1[CH2:12][C:13]1[CH:18]=[C:17]([CH2:19]O)[CH:16]=[CH:15][C:14]=1[C:21]1[CH:26]=[C:25]([O:27][CH3:28])[CH:24]=[CH:23][C:22]=1[F:29].